Task: Regression/Classification. Given a drug SMILES string, predict its toxicity properties. Task type varies by dataset: regression for continuous values (e.g., LD50, hERG inhibition percentage) or binary classification for toxic/non-toxic outcomes (e.g., AMES mutagenicity, cardiotoxicity, hepatotoxicity). Dataset: herg_karim.. Dataset: hERG potassium channel inhibition data for cardiac toxicity prediction from Karim et al. The molecule is c1ccc2sc(Oc3ccc(CCN4CCCCC4)cc3)nc2c1. The result is 1 (blocker).